This data is from Full USPTO retrosynthesis dataset with 1.9M reactions from patents (1976-2016). The task is: Predict the reactants needed to synthesize the given product. Given the product [C:26]([NH:29][CH:30]([CH3:31])[C:32]([N:2]([CH3:1])[CH:3]1[CH2:16][C:15]2[C:6]([CH3:25])([CH:7]3[CH:12]([CH2:13][CH:14]=2)[CH:11]2[CH2:17][CH2:18][CH:19]4[CH:20]([CH3:24])[N:21]([CH3:23])[CH2:22][C:10]24[CH2:9][CH2:8]3)[CH2:5][CH2:4]1)=[O:34])(=[O:28])[CH3:27], predict the reactants needed to synthesize it. The reactants are: [CH3:1][NH:2][CH:3]1[CH2:16][C:15]2[C:6]([CH3:25])([CH:7]3[CH:12]([CH2:13][CH:14]=2)[CH:11]2[CH2:17][CH2:18][CH:19]4[CH:20]([CH3:24])[N:21]([CH3:23])[CH2:22][C:10]24[CH2:9][CH2:8]3)[CH2:5][CH2:4]1.[C:26]([NH:29][C@@H:30]([C:32]([OH:34])=O)[CH3:31])(=[O:28])[CH3:27].Cl.CN(C)CCCN=C=NCC.ON1C2C=CC=CC=2N=N1.